This data is from Full USPTO retrosynthesis dataset with 1.9M reactions from patents (1976-2016). The task is: Predict the reactants needed to synthesize the given product. (1) Given the product [Cl:29][C:24]1[CH:23]=[C:22]([NH:21][C:11]2[C:10]3[C:15](=[CH:16][C:17]([O:18][CH2:19][CH3:20])=[C:8]([NH:7][C:5](=[O:6])/[CH:4]=[CH:3]/[CH2:2][N:46]4[CH2:45][C@H:44]5[O:39][CH2:40][CH2:41][O:42][C@H:43]5[CH2:47]4)[CH:9]=3)[N:14]=[CH:13][N:12]=2)[CH:27]=[CH:26][C:25]=1[F:28], predict the reactants needed to synthesize it. The reactants are: Br[CH2:2]/[CH:3]=[CH:4]/[C:5]([NH:7][C:8]1[CH:9]=[C:10]2[C:15](=[CH:16][C:17]=1[O:18][CH2:19][CH3:20])[N:14]=[CH:13][N:12]=[C:11]2[NH:21][C:22]1[CH:27]=[CH:26][C:25]([F:28])=[C:24]([Cl:29])[CH:23]=1)=[O:6].C(N(C(C)C)CC)(C)C.[O:39]1[C@H:44]2[CH2:45][NH:46][CH2:47][C@H:43]2[O:42][CH2:41][CH2:40]1.O. (2) Given the product [Br:1][C:2]1[CH:7]=[CH:6][C:5]([S:8]([C:2]2[CH:7]=[CH:6][CH:5]=[CH:4][CH:3]=2)(=[O:10])=[O:9])=[C:4]([Cl:12])[CH:3]=1, predict the reactants needed to synthesize it. The reactants are: [Br:1][C:2]1[CH:7]=[CH:6][C:5]([S:8](Cl)(=[O:10])=[O:9])=[C:4]([Cl:12])[CH:3]=1.